From a dataset of Forward reaction prediction with 1.9M reactions from USPTO patents (1976-2016). Predict the product of the given reaction. (1) Given the reactants [OH:1][CH2:2][C:3]1[CH:4]=[C:5]([C:9]2[CH:10]=[C:11]([C:21](O)=[O:22])[C:12]3[CH:17]=[N:16][N:15]([CH:18]([CH3:20])[CH3:19])[C:13]=3[N:14]=2)[CH:6]=[CH:7][CH:8]=1.[NH2:24][CH2:25][C:26]1[C:27](=[O:34])[NH:28][C:29]([CH3:33])=[CH:30][C:31]=1[CH3:32].C1CN([P+](ON2N=NC3C=CC=CC2=3)(N2CCCC2)N2CCCC2)CC1.F[P-](F)(F)(F)(F)F.C([O-])(O)=O.[Na+], predict the reaction product. The product is: [CH3:32][C:31]1[CH:30]=[C:29]([CH3:33])[NH:28][C:27](=[O:34])[C:26]=1[CH2:25][NH:24][C:21]([C:11]1[C:12]2[CH:17]=[N:16][N:15]([CH:18]([CH3:20])[CH3:19])[C:13]=2[N:14]=[C:9]([C:5]2[CH:6]=[CH:7][CH:8]=[C:3]([CH2:2][OH:1])[CH:4]=2)[CH:10]=1)=[O:22]. (2) Given the reactants [C:1]1([C@H:7]2[CH2:11][C@@H:10]([NH:12][C:13](=[O:15])[CH3:14])[CH:9]=[CH:8]2)[CH:6]=[CH:5][CH:4]=[CH:3][CH:2]=1.[CH2:16]([Zn]CC)C.ICI.Cl.[O-]S([O-])(=S)=O.[Na+].[Na+], predict the reaction product. The product is: [C:1]1([C@@H:7]2[C@H:8]3[C@H:9]([CH2:16]3)[C@H:10]([NH:12][C:13](=[O:15])[CH3:14])[CH2:11]2)[CH:6]=[CH:5][CH:4]=[CH:3][CH:2]=1.